The task is: Predict the reaction yield, written as a fraction of the theoretical maximum amount of product (1.0 means a 100% yield; for example, 0.34 means a 34% yield).. This data is from Reaction yield outcomes from USPTO patents with 853,638 reactions. The reactants are [C:1]1([NH:7][CH2:8][CH2:9][C:10]#[N:11])[CH:6]=[CH:5][CH:4]=[CH:3][CH:2]=1.[NH2:12][OH:13]. The catalyst is CCO. The product is [OH:13][N:12]=[C:10]([NH2:11])[CH2:9][CH2:8][NH:7][C:1]1[CH:6]=[CH:5][CH:4]=[CH:3][CH:2]=1. The yield is 0.628.